Dataset: Cav3 T-type calcium channel HTS with 100,875 compounds. Task: Binary Classification. Given a drug SMILES string, predict its activity (active/inactive) in a high-throughput screening assay against a specified biological target. (1) The drug is S1CC(=O)N(CCNC(=O)COC(=O)c2c(Nc3c(F)cccc3)nccc2)C1=O. The result is 0 (inactive). (2) The drug is O=C1Nc2c3c(NC1CC(=O)Nc1cc(ccc1)C)cccc3ccc2. The result is 0 (inactive).